Dataset: Full USPTO retrosynthesis dataset with 1.9M reactions from patents (1976-2016). Task: Predict the reactants needed to synthesize the given product. (1) Given the product [CH3:1][O:2][C:3](=[O:17])[C:4]1[CH:9]=[C:8]([C:10]2[CH:22]=[CH:23][N:18]=[N:19][CH:11]=2)[C:7]([C:12]([F:13])([F:15])[F:14])=[CH:6][C:5]=1[NH2:16], predict the reactants needed to synthesize it. The reactants are: [CH3:1][O:2][C:3](=[O:17])[C:4]1[CH:9]=[C:8]([C:10]#[CH:11])[C:7]([C:12]([F:15])([F:14])[F:13])=[CH:6][C:5]=1[NH2:16].[N:18]1[CH:23]=[CH:22]N=N[N:19]=1. (2) Given the product [CH3:9][O:10][CH2:11][C:12]([O:8][CH2:7][CH2:6][N:1]1[CH:5]=[CH:4][N:3]=[CH:2]1)=[O:13], predict the reactants needed to synthesize it. The reactants are: [N:1]1([CH2:6][CH2:7][OH:8])[CH:5]=[CH:4][N:3]=[CH:2]1.[CH3:9][O:10][CH2:11][C:12](OC)=[O:13]. (3) Given the product [CH3:1][O:2][C:3]([C:5]1[S:16][C:8]2[N:9]=[C:10]([S:19]([CH3:23])(=[O:21])=[O:18])[N:11]=[C:12]([Cl:13])[C:7]=2[CH:6]=1)=[O:4], predict the reactants needed to synthesize it. The reactants are: [CH3:1][O:2][C:3]([C:5]1[S:16][C:8]2[N:9]=[C:10](SC)[N:11]=[C:12]([Cl:13])[C:7]=2[CH:6]=1)=[O:4].O[O:18][S:19]([O-:21])=O.[K+].[CH2:23]1COCC1. (4) The reactants are: [F:1][CH:2]([F:5])[CH2:3][OH:4].[H-].[Na+].Cl[CH2:9][C:10]1[O:14][N:13]=[C:12]([C:15]2[CH:16]=[CH:17][C:18]([CH3:33])=[C:19]([NH:21][C:22]([C:24]3[N:28]4[CH:29]=[CH:30][CH:31]=[CH:32][C:27]4=[N:26][CH:25]=3)=[O:23])[CH:20]=2)[N:11]=1. Given the product [F:1][CH:2]([F:5])[CH2:3][O:4][CH2:9][C:10]1[O:14][N:13]=[C:12]([C:15]2[CH:16]=[CH:17][C:18]([CH3:33])=[C:19]([NH:21][C:22]([C:24]3[N:28]4[CH:29]=[CH:30][CH:31]=[CH:32][C:27]4=[N:26][CH:25]=3)=[O:23])[CH:20]=2)[N:11]=1, predict the reactants needed to synthesize it. (5) Given the product [CH2:1]([O:8][C:9]([C:11]1[CH:12]=[C:13]2[C:17](=[CH:18][CH:19]=1)[NH:16][CH:15]=[C:14]2[C:20]#[N:23])=[O:10])[C:2]1[CH:7]=[CH:6][CH:5]=[CH:4][CH:3]=1, predict the reactants needed to synthesize it. The reactants are: [CH2:1]([O:8][C:9]([C:11]1[CH:12]=[C:13]2[C:17](=[CH:18][CH:19]=1)[NH:16][CH:15]=[C:14]2[CH:20]=O)=[O:10])[C:2]1[CH:7]=[CH:6][CH:5]=[CH:4][CH:3]=1.Cl.[NH2:23]O.C(OC(=O)C)(=O)C.[OH-].[Na+]. (6) Given the product [N+:15]([C:18]1[CH:19]=[C:20]([C:21]2[NH:1][N:2]=[C:3]([C:4]3[CH:5]=[N:6][CH:7]=[CH:8][C:9]=3[C:10]([F:11])([F:12])[F:13])[N:14]=2)[CH:23]=[CH:24][CH:25]=1)([O-:17])=[O:16], predict the reactants needed to synthesize it. The reactants are: [NH2:1][NH:2][C:3](=[NH:14])[C:4]1[C:9]([C:10]([F:13])([F:12])[F:11])=[CH:8][CH:7]=[N:6][CH:5]=1.[N+:15]([C:18]1[CH:19]=[C:20]([CH:23]=[CH:24][CH:25]=1)[CH:21]=O)([O-:17])=[O:16].